This data is from Full USPTO retrosynthesis dataset with 1.9M reactions from patents (1976-2016). The task is: Predict the reactants needed to synthesize the given product. Given the product [NH2:1][C:2]1[C:10]2[C:9]([C:11]3[CH:16]=[CH:15][C:14]([Cl:17])=[C:13]([Cl:18])[CH:12]=3)=[N:8][C:7]([NH:26][C:27]3([CH2:30][OH:31])[CH2:29][CH2:28]3)=[N:6][C:5]=2[S:4][C:3]=1[C:22]([NH2:24])=[O:23], predict the reactants needed to synthesize it. The reactants are: [NH2:1][C:2]1[C:10]2[C:9]([C:11]3[CH:16]=[CH:15][C:14]([Cl:17])=[C:13]([Cl:18])[CH:12]=3)=[N:8][C:7](S(C)=O)=[N:6][C:5]=2[S:4][C:3]=1[C:22]([NH2:24])=[O:23].Cl.[NH2:26][C:27]1([CH2:30][OH:31])[CH2:29][CH2:28]1.CCN(C(C)C)C(C)C.